This data is from Peptide-MHC class I binding affinity with 185,985 pairs from IEDB/IMGT. The task is: Regression. Given a peptide amino acid sequence and an MHC pseudo amino acid sequence, predict their binding affinity value. This is MHC class I binding data. The peptide sequence is YVFPVIFSR. The MHC is Mamu-B01 with pseudo-sequence Mamu-B01. The binding affinity (normalized) is 0.